From a dataset of NCI-60 drug combinations with 297,098 pairs across 59 cell lines. Regression. Given two drug SMILES strings and cell line genomic features, predict the synergy score measuring deviation from expected non-interaction effect. (1) Drug 1: CS(=O)(=O)C1=CC(=C(C=C1)C(=O)NC2=CC(=C(C=C2)Cl)C3=CC=CC=N3)Cl. Drug 2: CC(C)(C#N)C1=CC(=CC(=C1)CN2C=NC=N2)C(C)(C)C#N. Cell line: SW-620. Synergy scores: CSS=-7.62, Synergy_ZIP=1.94, Synergy_Bliss=-0.670, Synergy_Loewe=-2.21, Synergy_HSA=-3.61. (2) Drug 1: C1=CC(=C2C(=C1NCCNCCO)C(=O)C3=C(C=CC(=C3C2=O)O)O)NCCNCCO. Drug 2: CC=C1C(=O)NC(C(=O)OC2CC(=O)NC(C(=O)NC(CSSCCC=C2)C(=O)N1)C(C)C)C(C)C. Cell line: SK-MEL-5. Synergy scores: CSS=68.4, Synergy_ZIP=1.16, Synergy_Bliss=2.88, Synergy_Loewe=-11.0, Synergy_HSA=6.52.